From a dataset of Reaction yield outcomes from USPTO patents with 853,638 reactions. Predict the reaction yield, written as a fraction of the theoretical maximum amount of product (1.0 means a 100% yield; for example, 0.34 means a 34% yield). (1) The reactants are [NH2:1][C:2]1[CH:3]=[CH:4][CH:5]=[C:6]2[C:10]=1[C:9](=[O:11])[N:8]([CH:12]([C:18]1[CH:23]=[CH:22][C:21]([O:24][CH3:25])=[C:20]([O:26][CH2:27][CH3:28])[CH:19]=1)[CH2:13][S:14]([CH3:17])(=[O:16])=[O:15])[CH2:7]2.[CH:29]1([C:32](Cl)=[O:33])[CH2:31][CH2:30]1.CO. The catalyst is C(O)C. The product is [CH:29]1([C:32]([NH:1][C:2]2[CH:3]=[CH:4][CH:5]=[C:6]3[C:10]=2[C:9](=[O:11])[N:8]([CH:12]([C:18]2[CH:23]=[CH:22][C:21]([O:24][CH3:25])=[C:20]([O:26][CH2:27][CH3:28])[CH:19]=2)[CH2:13][S:14]([CH3:17])(=[O:15])=[O:16])[CH2:7]3)=[O:33])[CH2:31][CH2:30]1. The yield is 0.860. (2) The reactants are [Cl:1][C:2]1[CH:7]=[CH:6][N:5]=[C:4]2[CH:8]=[C:9]([Sn](CCCC)(CCCC)CCCC)[S:10][C:3]=12.Br[C:25]1[N:29]([CH3:30])[CH:28]=[N:27][CH:26]=1. The catalyst is C1(C)C=CC=CC=1.C1C=CC([P]([Pd]([P](C2C=CC=CC=2)(C2C=CC=CC=2)C2C=CC=CC=2)([P](C2C=CC=CC=2)(C2C=CC=CC=2)C2C=CC=CC=2)[P](C2C=CC=CC=2)(C2C=CC=CC=2)C2C=CC=CC=2)(C2C=CC=CC=2)C2C=CC=CC=2)=CC=1. The product is [Cl:1][C:2]1[CH:7]=[CH:6][N:5]=[C:4]2[CH:8]=[C:9]([C:25]3[N:29]([CH3:30])[CH:28]=[N:27][CH:26]=3)[S:10][C:3]=12. The yield is 0.790. (3) The reactants are [Br:1][C:2]1[CH:13]=[CH:12][C:5]2[N:6]=[C:7]([CH2:9][CH2:10]O)[S:8][C:4]=2[CH:3]=1.C(N(CC)CC)C.S(Cl)(C)(=O)=O.C(=O)([O-])[O-].[K+].[K+].Cl.[CH3:33][C@@H:34]1[CH2:38][CH2:37][CH2:36][NH:35]1. The catalyst is C1COCC1.C(#N)C. The product is [Br:1][C:2]1[CH:13]=[CH:12][C:5]2[N:6]=[C:7]([CH2:9][CH2:10][N:35]3[CH2:36][CH2:37][CH2:38][CH:34]3[CH3:33])[S:8][C:4]=2[CH:3]=1. The yield is 0.883. (4) The reactants are [F:1][CH2:2][CH2:3][N:4]1[CH2:9][CH2:8][N:7]([CH:10]2[CH2:15][CH2:14][N:13]([C:16]3[CH:21]=[CH:20][C:19]([N+:22]([O-])=O)=[C:18]([O:25][CH3:26])[CH:17]=3)[CH2:12][CH2:11]2)[CH2:6][C:5]1=[O:27].[Sn](Cl)Cl.Cl. The catalyst is O1CCOCC1. The product is [NH2:22][C:19]1[CH:20]=[CH:21][C:16]([N:13]2[CH2:12][CH2:11][CH:10]([N:7]3[CH2:8][CH2:9][N:4]([CH2:3][CH2:2][F:1])[C:5](=[O:27])[CH2:6]3)[CH2:15][CH2:14]2)=[CH:17][C:18]=1[O:25][CH3:26]. The yield is 0.910. (5) The reactants are [CH2:1]([C:4]1([S:7](Cl)(=[O:9])=[O:8])[CH2:6][CH2:5]1)[CH:2]=[CH2:3].[F:11][C:12]1[C:17]([F:18])=[C:16]([NH:19][C:20]2[CH:25]=[CH:24][C:23]([I:26])=[CH:22][C:21]=2[F:27])[C:15]([NH2:28])=[C:14]([CH3:29])[CH:13]=1. No catalyst specified. The product is [CH2:1]([C:4]1([S:7]([NH:28][C:15]2[C:14]([CH3:29])=[CH:13][C:12]([F:11])=[C:17]([F:18])[C:16]=2[NH:19][C:20]2[CH:25]=[CH:24][C:23]([I:26])=[CH:22][C:21]=2[F:27])(=[O:9])=[O:8])[CH2:6][CH2:5]1)[CH:2]=[CH2:3]. The yield is 0.470. (6) The reactants are [F:1][CH2:2][C:3]1[N:8]=[C:7]([C:9]#[C:10][CH2:11][CH2:12][NH:13][CH3:14])[CH:6]=[CH:5][CH:4]=1.[Cl:15][C:16]1[CH:24]=[CH:23][CH:22]=[CH:21][C:17]=1[C:18](Cl)=[O:19]. No catalyst specified. The product is [Cl:15][C:16]1[CH:24]=[CH:23][CH:22]=[CH:21][C:17]=1[C:18]([N:13]([CH2:12][CH2:11][C:10]#[C:9][C:7]1[CH:6]=[CH:5][CH:4]=[C:3]([CH2:2][F:1])[N:8]=1)[CH3:14])=[O:19]. The yield is 0.310.